Dataset: Forward reaction prediction with 1.9M reactions from USPTO patents (1976-2016). Task: Predict the product of the given reaction. (1) Given the reactants C([O:4][C:5]1[CH:31]=[CH:30][C:8]([CH2:9][O:10][C@H:11]([C@H:16]2[O:24][C@H:23]3[C@H:19]([N:20]=[C:21]([N:25]([CH3:27])[CH3:26])[S:22]3)[C@@H:18]([OH:28])[C@@H:17]2[OH:29])[C:12]([F:15])([F:14])[F:13])=[CH:7][CH:6]=1)C=C.C(O)=O.C(N(CC)CC)C, predict the reaction product. The product is: [OH:4][C:5]1[CH:31]=[CH:30][C:8]([CH2:9][O:10][C@H:11]([C@H:16]2[O:24][C@H:23]3[C@H:19]([N:20]=[C:21]([N:25]([CH3:27])[CH3:26])[S:22]3)[C@@H:18]([OH:28])[C@@H:17]2[OH:29])[C:12]([F:14])([F:15])[F:13])=[CH:7][CH:6]=1. (2) Given the reactants [I:1][C:2]1[CH:7]=[CH:6][N:5]=[C:4]([O:8][CH3:9])[C:3]=1[CH:10]=[O:11].CC(=CC)C.P([O-])(O)(O)=[O:18].[Na+].Cl([O-])=O.[Na+], predict the reaction product. The product is: [I:1][C:2]1[C:3]([C:10]([OH:18])=[O:11])=[C:4]([O:8][CH3:9])[N:5]=[CH:6][CH:7]=1. (3) Given the reactants Br[C:2]1[C:7]2=[CH:8][N:9]([C:11]3[C:16]([F:17])=[CH:15][CH:14]=[CH:13][C:12]=3[Cl:18])[N:10]=[C:6]2[C:5]([F:19])=[CH:4][N:3]=1.[NH2:20][C:21]1[CH:26]=[C:25]([CH3:27])[N:24]=[C:23]([CH2:28][OH:29])[N:22]=1.CC1(C)C2C(=C(P(C3C=CC=CC=3)C3C=CC=CC=3)C=CC=2)OC2C(P(C3C=CC=CC=3)C3C=CC=CC=3)=CC=CC1=2.C(=O)([O-])[O-].[Cs+].[Cs+], predict the reaction product. The product is: [ClH:18].[Cl:18][C:12]1[CH:13]=[CH:14][CH:15]=[C:16]([F:17])[C:11]=1[N:9]1[CH:8]=[C:7]2[C:2]([NH:20][C:21]3[CH:26]=[C:25]([CH3:27])[N:24]=[C:23]([CH2:28][OH:29])[N:22]=3)=[N:3][CH:4]=[C:5]([F:19])[C:6]2=[N:10]1. (4) Given the reactants [C:1]([O:5][C:6]([N:8]1[CH2:13][CH2:12][CH:11]([C:14](=O)[C:15]2[CH:20]=[CH:19][CH:18]=[C:17]([O:21][CH3:22])[C:16]=2[F:23])[CH2:10][CH2:9]1)=[O:7])([CH3:4])([CH3:3])[CH3:2].Cl.[NH2:26][OH:27].N1C=CC=CC=1, predict the reaction product. The product is: [C:1]([O:5][C:6]([N:8]1[CH2:13][CH2:12][CH:11]([C:14]([C:15]2[CH:20]=[CH:19][CH:18]=[C:17]([O:21][CH3:22])[C:16]=2[F:23])=[N:26][OH:27])[CH2:10][CH2:9]1)=[O:7])([CH3:4])([CH3:3])[CH3:2]. (5) Given the reactants Cl[C:2]([O:4][C:5]1[CH:10]=[CH:9][CH:8]=[CH:7][CH:6]=1)=[O:3].[CH3:11][C@H:12]1[CH2:17][O:16][CH2:15][CH2:14][N:13]1[C:18]1[CH:23]=[C:22]([C:24]([S:27]([C:30]2[CH:35]=[CH:34][N:33]=[CH:32][CH:31]=2)(=[O:29])=[O:28])([CH3:26])[CH3:25])[N:21]=[C:20]([C:36]2[CH:42]=[CH:41][C:39]([NH2:40])=[CH:38][CH:37]=2)[N:19]=1.C(=O)(O)[O-].[Na+].O, predict the reaction product. The product is: [CH3:11][C@H:12]1[CH2:17][O:16][CH2:15][CH2:14][N:13]1[C:18]1[CH:23]=[C:22]([C:24]([S:27]([C:30]2[CH:31]=[CH:32][N:33]=[CH:34][CH:35]=2)(=[O:28])=[O:29])([CH3:26])[CH3:25])[N:21]=[C:20]([C:36]2[CH:37]=[CH:38][C:39]([NH:40][C:2](=[O:3])[O:4][C:5]3[CH:10]=[CH:9][CH:8]=[CH:7][CH:6]=3)=[CH:41][CH:42]=2)[N:19]=1. (6) Given the reactants [O:1]1[CH2:5][CH2:4][CH:3]([CH2:6][NH2:7])[CH2:2]1.C(N(C(C)C)CC)(C)C.[C:17](Cl)(=[O:26])[O:18][CH2:19][C:20]1[CH:25]=[CH:24][CH:23]=[CH:22][CH:21]=1, predict the reaction product. The product is: [O:1]1[CH2:5][CH2:4][CH:3]([CH2:6][NH:7][C:17](=[O:26])[O:18][CH2:19][C:20]2[CH:25]=[CH:24][CH:23]=[CH:22][CH:21]=2)[CH2:2]1.